This data is from CYP2C19 inhibition data for predicting drug metabolism from PubChem BioAssay. The task is: Regression/Classification. Given a drug SMILES string, predict its absorption, distribution, metabolism, or excretion properties. Task type varies by dataset: regression for continuous measurements (e.g., permeability, clearance, half-life) or binary classification for categorical outcomes (e.g., BBB penetration, CYP inhibition). Dataset: cyp2c19_veith. (1) The drug is O=C(O)Cc1cc(Cl)ccc1O. The result is 0 (non-inhibitor). (2) The molecule is Cc1c2c(nc3ccccc13)-c1cccc(=O)n1C2. The result is 0 (non-inhibitor). (3) The molecule is C=C(C)c1cccc(C(C)(C)NC(=O)Nc2cc(C)ccc2OC)c1. The result is 1 (inhibitor).